Dataset: Full USPTO retrosynthesis dataset with 1.9M reactions from patents (1976-2016). Task: Predict the reactants needed to synthesize the given product. The reactants are: [CH2:1]([NH:3][C:4]([C:6]1[N:10]2[C:11](=[O:27])[CH:12]=[C:13]([CH2:15][C:16]3[CH:21]=[CH:20][CH:19]=[C:18]([C:22]([F:25])([F:24])[F:23])[C:17]=3[F:26])[N:14]=[C:9]2[S:8][C:7]=1[C:28]([O:30]C)=[O:29])=[O:5])[CH3:2].[OH-].[Li+].Cl. Given the product [CH2:1]([NH:3][C:4]([C:6]1[N:10]2[C:11](=[O:27])[CH:12]=[C:13]([CH2:15][C:16]3[CH:21]=[CH:20][CH:19]=[C:18]([C:22]([F:24])([F:25])[F:23])[C:17]=3[F:26])[N:14]=[C:9]2[S:8][C:7]=1[C:28]([OH:30])=[O:29])=[O:5])[CH3:2], predict the reactants needed to synthesize it.